The task is: Predict which catalyst facilitates the given reaction.. This data is from Catalyst prediction with 721,799 reactions and 888 catalyst types from USPTO. (1) Reactant: [C:1]([C:3]1[C:11]2[CH2:10][CH2:9][NH:8][CH2:7][C:6]=2[S:5][C:4]=1[NH:12][C:13](=[O:27])[CH:14]([C:21]1[CH:26]=[CH:25][CH:24]=[CH:23][CH:22]=1)[C:15]1[CH:20]=[CH:19][CH:18]=[CH:17][CH:16]=1)#[N:2].C=O.[C:30]([BH3-])#N.[Na+]. Product: [C:1]([C:3]1[C:11]2[CH2:10][CH2:9][N:8]([CH3:30])[CH2:7][C:6]=2[S:5][C:4]=1[NH:12][C:13](=[O:27])[CH:14]([C:21]1[CH:22]=[CH:23][CH:24]=[CH:25][CH:26]=1)[C:15]1[CH:20]=[CH:19][CH:18]=[CH:17][CH:16]=1)#[N:2]. The catalyst class is: 5. (2) Reactant: [CH3:1][C:2]1[S:6][C:5]([C:7]2[CH:12]=[CH:11][C:10]([C:13]([F:16])([F:15])[F:14])=[CH:9][CH:8]=2)=[N:4][C:3]=1[CH:17]([CH3:20])[CH2:18][OH:19].N(C(N1CCCCC1)=O)=NC(N1CCCCC1)=O.C(P(CCCC)CCCC)CCC.[CH2:52]([O:54][C:55](=[O:67])[CH2:56][C:57]1[C:58]2[CH:65]=[CH:64][C:63](O)=[CH:62][C:59]=2[S:60][CH:61]=1)[CH3:53]. Product: [CH2:52]([O:54][C:55](=[O:67])[CH2:56][C:57]1[C:58]2[CH:65]=[CH:64][C:63]([O:19][CH2:18][CH:17]([C:3]3[N:4]=[C:5]([C:7]4[CH:8]=[CH:9][C:10]([C:13]([F:16])([F:15])[F:14])=[CH:11][CH:12]=4)[S:6][C:2]=3[CH3:1])[CH3:20])=[CH:62][C:59]=2[S:60][CH:61]=1)[CH3:53]. The catalyst class is: 11. (3) Reactant: C([O:3][CH:4]=[CH:5][C:6]1[CH:7]=[CH:8][C:9]2[N:10]([CH:12]=[C:13]([C:15]([NH:17][C:18]3[CH:23]=[CH:22][CH:21]=[CH:20][CH:19]=3)=[O:16])[N:14]=2)[CH:11]=1)C.O.[Br:25]N1C(=O)CCC1=O. Product: [Br:25][CH:5]([C:6]1[CH:7]=[CH:8][C:9]2[N:10]([CH:12]=[C:13]([C:15]([NH:17][C:18]3[CH:23]=[CH:22][CH:21]=[CH:20][CH:19]=3)=[O:16])[N:14]=2)[CH:11]=1)[CH:4]=[O:3]. The catalyst class is: 7. (4) Reactant: [CH3:1][C:2]1[CH:7]=[CH:6][N:5]=[C:4]([NH:8][CH2:9][CH:10]2[CH2:27][CH2:26][C:13]3([C:21]4[C:16](=[CH:17][CH:18]=[CH:19][CH:20]=4)[N:15]([S:22]([CH3:25])(=[O:24])=[O:23])[CH2:14]3)[CH2:12][CH2:11]2)[C:3]=1[NH2:28].O.ON1C2C=CC=CC=2N=N1.[F:40][C:41]([F:47])([F:46])[CH2:42][C:43](O)=[O:44].CCN(CC)CC.Cl.CN(C)CCCC(N=C=N)C. Product: [F:40][C:41]([F:47])([F:46])[CH2:42][C:43]([NH:28][C:3]1[C:4]([NH:8][CH2:9][CH:10]2[CH2:11][CH2:12][C:13]3([C:21]4[C:16](=[CH:17][CH:18]=[CH:19][CH:20]=4)[N:15]([S:22]([CH3:25])(=[O:24])=[O:23])[CH2:14]3)[CH2:26][CH2:27]2)=[N:5][CH:6]=[CH:7][C:2]=1[CH3:1])=[O:44]. The catalyst class is: 3.